This data is from Reaction yield outcomes from USPTO patents with 853,638 reactions. The task is: Predict the reaction yield, written as a fraction of the theoretical maximum amount of product (1.0 means a 100% yield; for example, 0.34 means a 34% yield). (1) The reactants are [N:1]1[C:10]2[CH:9]([NH:11][CH2:12][CH2:13][CH2:14][CH2:15][N:16]3C(=O)C4C(=CC=CC=4)C3=O)[CH2:8][CH2:7][CH2:6][C:5]=2[CH:4]=[CH:3][CH:2]=1.O.NN.C(OCC)C. The catalyst is C(O)C. The product is [N:1]1[C:10]2[CH:9]([NH:11][CH2:12][CH2:13][CH2:14][CH2:15][NH2:16])[CH2:8][CH2:7][CH2:6][C:5]=2[CH:4]=[CH:3][CH:2]=1. The yield is 0.740. (2) The reactants are [NH2:1][C:2]1[C:3]([CH3:14])=[C:4]([CH:9]=[C:10]([Br:13])[C:11]=1[CH3:12])[C:5]([O:7][CH3:8])=[O:6].[C:15]1(=O)[CH2:19][CH2:18][CH2:17][CH2:16]1.C(O)(=O)C.C([BH3-])#N.[Na+]. The catalyst is CO. The product is [Br:13][C:10]1[C:11]([CH3:12])=[C:2]([NH:1][CH:15]2[CH2:19][CH2:18][CH2:17][CH2:16]2)[C:3]([CH3:14])=[C:4]([CH:9]=1)[C:5]([O:7][CH3:8])=[O:6]. The yield is 0.680. (3) The catalyst is CO.[Pd]. The product is [C:1]([C:5]1[O:9][C:8]([NH2:10])=[N:7][CH:6]=1)([CH3:4])([CH3:3])[CH3:2]. The reactants are [C:1]([C:5]1[O:9][C:8]([NH:10]C(=O)OCC2C=CC=CC=2)=[N:7][CH:6]=1)([CH3:4])([CH3:3])[CH3:2]. The yield is 0.680. (4) The reactants are [C:1]([C:4]([OH:6])=[O:5])([OH:3])=[O:2].O.O.[Cl:9][C:10]1[CH:11]=[C:12]([N:17]2[C:25]3[CH2:24][CH2:23][CH2:22][CH:21]([CH2:26][CH2:27][N:28]4[CH2:33][CH2:32][CH:31]([C:34]5[CH:39]=[CH:38][CH:37]=[CH:36][CH:35]=5)[CH2:30][CH2:29]4)[C:20]=3[CH:19]=[N:18]2)[CH:13]=[CH:14][C:15]=1[Cl:16]. The catalyst is CC(C)=O. The product is [C:4]([OH:6])(=[O:5])[C:1]([OH:3])=[O:2].[Cl:9][C:10]1[CH:11]=[C:12]([N:17]2[C:25]3[CH2:24][CH2:23][CH2:22][CH:21]([CH2:26][CH2:27][N:28]4[CH2:29][CH2:30][CH:31]([C:34]5[CH:35]=[CH:36][CH:37]=[CH:38][CH:39]=5)[CH2:32][CH2:33]4)[C:20]=3[CH:19]=[N:18]2)[CH:13]=[CH:14][C:15]=1[Cl:16]. The yield is 0.740. (5) The reactants are [Br:1][C:2]1[CH:7]=[CH:6][C:5](B(O)O)=[C:4]([F:11])[C:3]=1[F:12].Br[C:14]1[N:15]=[CH:16][C:17]([NH2:20])=[N:18][CH:19]=1.C1(C)C=CC=CC=1.C([O-])([O-])=O.[Na+].[Na+]. The catalyst is CCO.C1C=CC([P]([Pd]([P](C2C=CC=CC=2)(C2C=CC=CC=2)C2C=CC=CC=2)([P](C2C=CC=CC=2)(C2C=CC=CC=2)C2C=CC=CC=2)[P](C2C=CC=CC=2)(C2C=CC=CC=2)C2C=CC=CC=2)(C2C=CC=CC=2)C2C=CC=CC=2)=CC=1. The product is [Br:1][C:2]1[CH:7]=[CH:6][C:5]([C:14]2[N:15]=[CH:16][C:17]([NH2:20])=[N:18][CH:19]=2)=[C:4]([F:11])[C:3]=1[F:12]. The yield is 0.330.